Task: Predict the product of the given reaction.. Dataset: Forward reaction prediction with 1.9M reactions from USPTO patents (1976-2016) (1) Given the reactants [NH2:1][C:2]1[N:16]=[CH:15][C:14](Br)=[CH:13][C:3]=1[C:4]([NH:6][C:7]1[CH:12]=[CH:11][N:10]=[CH:9][CH:8]=1)=[O:5].[CH2:18]([O:20][C:21]([C:23]1[CH:24]=[C:25](B(O)O)[CH:26]=[CH:27][CH:28]=1)=[O:22])[CH3:19], predict the reaction product. The product is: [CH2:18]([O:20][C:21](=[O:22])[C:23]1[CH:24]=[CH:25][CH:26]=[C:27]([C:14]2[CH:15]=[N:16][C:2]([NH2:1])=[C:3]([C:4](=[O:5])[NH:6][C:7]3[CH:12]=[CH:11][N:10]=[CH:9][CH:8]=3)[CH:13]=2)[CH:28]=1)[CH3:19]. (2) Given the reactants [Br:1][C:2]1[CH:8]=[CH:7][C:5]([NH2:6])=[CH:4][CH:3]=1.[CH:9](=O)[C:10]1[CH:15]=[CH:14][N:13]=[CH:12][CH:11]=1, predict the reaction product. The product is: [Br:1][C:2]1[CH:8]=[CH:7][C:5]([N:6]=[CH:9][C:10]2[CH:15]=[CH:14][N:13]=[CH:12][CH:11]=2)=[CH:4][CH:3]=1. (3) Given the reactants O1C(C2C=C(N[C:13]3[N:18]=[C:17]([C:19]4[C:20]([C:28]5[CH:29]=[C:30]([NH:34][C:35](=[O:42])[CH2:36][C:37]6[S:38][CH:39]=[CH:40][CH:41]=6)[CH:31]=[CH:32][CH:33]=5)=[N:21][N:22]5[CH:27]=[CH:26][CH:25]=[CH:24][C:23]=45)[CH:16]=[CH:15][N:14]=3)C=CC=2)=CN=C1.[NH2:43][C:44]1[CH:45]=[C:46]2[C:50](=[CH:51][CH:52]=1)[CH2:49][CH:48]([NH:53][C:54](=[O:59])[C:55]([F:58])([F:57])[F:56])[CH2:47]2.Cl.C(OCC)C, predict the reaction product. The product is: [F:58][C:55]([F:56])([F:57])[C:54]([NH:53][CH:48]1[CH2:47][C:46]2[C:50](=[CH:51][CH:52]=[C:44]([NH:43][C:13]3[N:18]=[C:17]([C:19]4[C:20]([C:28]5[CH:33]=[CH:32][CH:31]=[C:30]([NH:34][C:35](=[O:42])[CH2:36][C:37]6[S:38][CH:39]=[CH:40][CH:41]=6)[CH:29]=5)=[N:21][N:22]5[CH:27]=[CH:26][CH:25]=[CH:24][C:23]=45)[CH:16]=[CH:15][N:14]=3)[CH:45]=2)[CH2:49]1)=[O:59]. (4) Given the reactants [NH2:1][C:2]1[CH:3]=[CH:4][C:5]([F:19])=[C:6]([C@:8]2([CH3:18])[CH2:14][C:13]([CH3:16])([CH3:15])[O:12][CH2:11][C:10](=[S:17])[NH:9]2)[CH:7]=1.[F:20][C:21]([F:27])([F:26])[CH2:22][C:23](O)=[O:24], predict the reaction product. The product is: [F:20][C:21]([F:27])([F:26])[CH2:22][C:23]([NH:1][C:2]1[CH:3]=[CH:4][C:5]([F:19])=[C:6]([C@:8]2([CH3:18])[CH2:14][C:13]([CH3:16])([CH3:15])[O:12][CH2:11][C:10](=[S:17])[NH:9]2)[CH:7]=1)=[O:24].